Dataset: TCR-epitope binding with 47,182 pairs between 192 epitopes and 23,139 TCRs. Task: Binary Classification. Given a T-cell receptor sequence (or CDR3 region) and an epitope sequence, predict whether binding occurs between them. (1) The epitope is FLNGSCGSV. The TCR CDR3 sequence is CASSQVDTFYEQYF. Result: 1 (the TCR binds to the epitope). (2) The epitope is TTLPVNVAF. The TCR CDR3 sequence is CASSQDPRLDTEAFF. Result: 0 (the TCR does not bind to the epitope). (3) The epitope is FLYNLLTRV. The TCR CDR3 sequence is CASSLKTGIYEQYF. Result: 0 (the TCR does not bind to the epitope). (4) The epitope is FPPTSFGPL. Result: 1 (the TCR binds to the epitope). The TCR CDR3 sequence is CASSREGGYYEQYF. (5) The epitope is KRWIIMGLNK. The TCR CDR3 sequence is CASSPGVADTQYF. Result: 1 (the TCR binds to the epitope). (6) The epitope is AVFDRKSDAK. The TCR CDR3 sequence is CASSESEGAGPTDHEQFF. Result: 1 (the TCR binds to the epitope). (7) The epitope is GLCTLVAML. The TCR CDR3 sequence is CASSYGDSYEQYF. Result: 1 (the TCR binds to the epitope). (8) The epitope is YLNTLTLAV. The TCR CDR3 sequence is CATGEGFSGRAPDTQYF. Result: 1 (the TCR binds to the epitope). (9) The epitope is AVFDRKSDAK. The TCR CDR3 sequence is CASSSRTGYDGYTF. Result: 1 (the TCR binds to the epitope).